This data is from Catalyst prediction with 721,799 reactions and 888 catalyst types from USPTO. The task is: Predict which catalyst facilitates the given reaction. (1) Reactant: [CH2:1]([O:3][C:4]([C:6]1[CH:17]=[C:16]([O:18][C:19]2[CH:24]=[CH:23][C:22]([S:25]([CH3:28])(=[O:27])=[O:26])=[CH:21][CH:20]=2)[C:9]2[CH:10]=[C:11]([C:13](O)=[O:14])[O:12][C:8]=2[CH:7]=1)=[O:5])[CH3:2].[CH3:29][N:30](C(ON1N=NC2C=CC=NC1=2)=[N+](C)C)[CH3:31].F[P-](F)(F)(F)(F)F.CCN(C(C)C)C(C)C.Cl.CNC. Product: [CH3:29][N:30]([CH3:31])[C:13]([C:11]1[O:12][C:8]2[CH:7]=[C:6]([C:4]([O:3][CH2:1][CH3:2])=[O:5])[CH:17]=[C:16]([O:18][C:19]3[CH:24]=[CH:23][C:22]([S:25]([CH3:28])(=[O:27])=[O:26])=[CH:21][CH:20]=3)[C:9]=2[CH:10]=1)=[O:14]. The catalyst class is: 18. (2) Product: [CH3:1][N:2]1[C:6]([NH2:7])=[C:5]([C:18]2[CH2:23][CH2:22][CH2:21][CH2:20][CH:19]=2)[C:4]([CH:8]2[CH2:13][CH2:12][CH2:11][CH2:10][NH:9]2)=[N:3]1.[CH:14]([O:16][CH2:17][C:18]1[CH:23]=[CH:22][CH:21]=[CH:20][CH:19]=1)=[O:15]. The catalyst class is: 13. Reactant: [CH3:1][N:2]1[C:6]([NH2:7])=[CH:5][C:4]([CH:8]2[CH2:13][CH2:12][CH2:11][CH2:10][NH:9]2)=[N:3]1.[CH:14]([O:16][CH2:17][C:18]1[CH:23]=[CH:22][CH:21]=[CH:20][CH:19]=1)=[O:15].C(O)C.C1(=O)CCCCC1. (3) Reactant: C([O:5][C:6]([C:8]([CH3:58])([CH3:57])[CH2:9][O:10][C:11]([N:13]1[C:22]2[C:17](=[CH:18][C:19]([C:23]([F:26])([F:25])[F:24])=[CH:20][CH:21]=2)[C@@H:16]([N:27]([CH2:40][C:41]2[CH:46]=[C:45]([C:47]([F:50])([F:49])[F:48])[CH:44]=[C:43]([C:51]([F:54])([F:53])[F:52])[CH:42]=2)[C:28]2[CH:33]=[CH:32][C:31]([N:34]3[CH2:39][CH2:38][O:37][CH2:36][CH2:35]3)=[CH:30][N:29]=2)[CH2:15][C@H:14]1[CH2:55][CH3:56])=[O:12])=[O:7])(C)(C)C.C(=O)([O-])O.[Na+].C(OCC)(=O)C. Product: [C:6]([C:8]([CH3:57])([CH3:58])[CH2:9][O:10][C:11]([N:13]1[C:22]2[C:17](=[CH:18][C:19]([C:23]([F:25])([F:26])[F:24])=[CH:20][CH:21]=2)[C@@H:16]([N:27]([CH2:40][C:41]2[CH:46]=[C:45]([C:47]([F:48])([F:49])[F:50])[CH:44]=[C:43]([C:51]([F:54])([F:53])[F:52])[CH:42]=2)[C:28]2[CH:33]=[CH:32][C:31]([N:34]3[CH2:35][CH2:36][O:37][CH2:38][CH2:39]3)=[CH:30][N:29]=2)[CH2:15][C@H:14]1[CH2:55][CH3:56])=[O:12])([OH:7])=[O:5]. The catalyst class is: 89. (4) Reactant: [C:1]([CH2:7][C:8]#[N:9])(=O)[C:2]([CH3:5])([CH3:4])[CH3:3].Cl.[CH3:11][C:12]1[CH:13]=[C:14]([NH:19][NH2:20])[CH:15]=[CH:16][C:17]=1[CH3:18].C(N(CC)CC)C.C(=O)([O-])O.[Na+]. Product: [C:2]([C:1]1[CH:7]=[C:8]([NH2:9])[N:19]([C:14]2[CH:15]=[CH:16][C:17]([CH3:18])=[C:12]([CH3:11])[CH:13]=2)[N:20]=1)([CH3:5])([CH3:4])[CH3:3]. The catalyst class is: 11. (5) Reactant: [CH3:1][C@H:2]1[CH2:8][N:7]([C:9]([O:11][C:12]([CH3:15])([CH3:14])[CH3:13])=[O:10])[CH2:6][C:5]2[S:16][CH:17]=[C:18]([CH:19]([CH3:21])[CH3:20])[C:4]=2[O:3]1.[Br:22]N1C(=O)CCC1=O.S([O-])([O-])(=O)=S.[Na+].[Na+]. Product: [Br:22][C:17]1[S:16][C:5]2[CH2:6][N:7]([C:9]([O:11][C:12]([CH3:15])([CH3:13])[CH3:14])=[O:10])[CH2:8][C@H:2]([CH3:1])[O:3][C:4]=2[C:18]=1[CH:19]([CH3:21])[CH3:20]. The catalyst class is: 10. (6) Reactant: [F:1][C:2]1[CH:3]=[C:4]([C:9]2[C:10]3[CH:26]=[CH:25][CH:24]=[CH:23][C:11]=3[S:12][C:13]=2[CH:14]([NH:16]S(C(C)(C)C)=O)[CH3:15])[CH:5]=[C:6]([F:8])[CH:7]=1.Cl. Product: [F:8][C:6]1[CH:5]=[C:4]([C:9]2[C:10]3[CH:26]=[CH:25][CH:24]=[CH:23][C:11]=3[S:12][C:13]=2[CH:14]([NH2:16])[CH3:15])[CH:3]=[C:2]([F:1])[CH:7]=1. The catalyst class is: 1. (7) Reactant: [OH:1][C@@H:2]([CH3:40])[CH2:3][NH:4][C:5]1[N:6]([CH3:39])[C:7](=[O:38])[C:8]2[C:13]([C:14]3[CH:19]=[CH:18][CH:17]=[CH:16][CH:15]=3)=[C:12]([C:20]3[CH:25]=[CH:24][C:23]([C:26]4([NH:30]C(=O)OC(C)(C)C)[CH2:29][CH2:28][CH2:27]4)=[CH:22][CH:21]=3)[O:11][C:9]=2[N:10]=1.C(O)(C(F)(F)F)=O.C([O-])([O-])=O.[Na+].[Na+]. Product: [NH2:30][C:26]1([C:23]2[CH:24]=[CH:25][C:20]([C:12]3[O:11][C:9]4[N:10]=[C:5]([NH:4][CH2:3][C@@H:2]([OH:1])[CH3:40])[N:6]([CH3:39])[C:7](=[O:38])[C:8]=4[C:13]=3[C:14]3[CH:15]=[CH:16][CH:17]=[CH:18][CH:19]=3)=[CH:21][CH:22]=2)[CH2:27][CH2:28][CH2:29]1. The catalyst class is: 2. (8) Reactant: [F:1][C:2]1[CH:7]=[CH:6][C:5]([F:8])=[CH:4][C:3]=1[OH:9].C(=O)([O-])[O-].[K+].[K+].I[CH2:17][CH2:18][O:19][Si:20]([CH:27]([CH3:29])[CH3:28])([CH:24]([CH3:26])[CH3:25])[CH:21]([CH3:23])[CH3:22].C(=O)([O-])O.[Na+]. Product: [F:1][C:2]1[CH:7]=[CH:6][C:5]([F:8])=[CH:4][C:3]=1[O:9][CH2:17][CH2:18][O:19][Si:20]([CH:24]([CH3:25])[CH3:26])([CH:21]([CH3:23])[CH3:22])[CH:27]([CH3:28])[CH3:29]. The catalyst class is: 21.